Dataset: Catalyst prediction with 721,799 reactions and 888 catalyst types from USPTO. Task: Predict which catalyst facilitates the given reaction. (1) Reactant: [CH2:1]([N:3]([CH:29]1[CH2:34][CH2:33][O:32][CH2:31][CH2:30]1)[C:4]1[C:9]2[CH2:10][CH:11]=[CH:12][CH2:13][CH2:14][CH2:15][C:16]3[CH:25]=[C:24]([CH3:26])[CH:23]=[C:22]([O:27]C)[C:17]=3[CH2:18][NH:19][C:20](=[O:21])[C:8]=2[CH:7]=[N:6][CH:5]=1)[CH3:2].Cl. Product: [CH2:1]([N:3]([CH:29]1[CH2:30][CH2:31][O:32][CH2:33][CH2:34]1)[C:4]1[C:9]2[CH2:10][CH:11]=[CH:12][CH2:13][CH2:14][CH2:15][C:16]3[CH:25]=[C:24]([CH3:26])[CH2:23][C:22](=[O:27])[C:17]=3[CH2:18][NH:19][C:20](=[O:21])[C:8]=2[CH:7]=[N:6][CH:5]=1)[CH3:2]. The catalyst class is: 169. (2) Reactant: Cl.[Br:2][C:3]1[S:4][C:5]2[CH2:6][NH:7][CH2:8][CH2:9][C:10]=2[N:11]=1.Cl[CH2:13][C:14]([N:16]1[CH2:21][CH2:20][N:19]([CH:22]2[CH2:25][CH2:24][CH2:23]2)[CH2:18][CH2:17]1)=[O:15].C([O-])([O-])=O.[K+].[K+]. Product: [Br:2][C:3]1[S:4][C:5]2[CH2:6][N:7]([CH2:13][C:14]([N:16]3[CH2:21][CH2:20][N:19]([CH:22]4[CH2:25][CH2:24][CH2:23]4)[CH2:18][CH2:17]3)=[O:15])[CH2:8][CH2:9][C:10]=2[N:11]=1. The catalyst class is: 23. (3) Reactant: [Cl:1][C:2]1[CH:7]=[CH:6][C:5]([S:8]([N:11]([CH2:21][C:22]2[CH:33]=[CH:32][C:25]([C:26]([NH:28][CH2:29][CH2:30][OH:31])=[O:27])=[CH:24][CH:23]=2)[C@H:12]([C:15]2[CH:20]=[CH:19][CH:18]=[CH:17][CH:16]=2)[CH2:13][CH3:14])(=[O:10])=[O:9])=[CH:4][CH:3]=1.[H-].[Na+].I[CH3:37]. Product: [Cl:1][C:2]1[CH:7]=[CH:6][C:5]([S:8]([N:11]([CH2:21][C:22]2[CH:23]=[CH:24][C:25]([C:26]([NH:28][CH2:29][CH2:30][O:31][CH3:37])=[O:27])=[CH:32][CH:33]=2)[C@H:12]([C:15]2[CH:20]=[CH:19][CH:18]=[CH:17][CH:16]=2)[CH2:13][CH3:14])(=[O:9])=[O:10])=[CH:4][CH:3]=1. The catalyst class is: 1. (4) Reactant: [CH3:1][C:2]1[C:3]([N:9]2[CH2:14][CH2:13][N:12]([C:15]([C:17]3[CH:22]=[CH:21][C:20]([N:23]4[CH2:27][CH2:26][CH2:25][S:24]4(=[O:29])=[O:28])=[CH:19][C:18]=3[N:30]3[CH2:34][CH2:33][O:32][C:31]3=[O:35])=[O:16])[CH2:11][CH2:10]2)=[N:4][CH:5]=[C:6]([CH3:8])[CH:7]=1.[ClH:36].C(OCC)(=O)C. Product: [ClH:36].[CH3:1][C:2]1[C:3]([N:9]2[CH2:14][CH2:13][N:12]([C:15]([C:17]3[CH:22]=[CH:21][C:20]([N:23]4[CH2:27][CH2:26][CH2:25][S:24]4(=[O:28])=[O:29])=[CH:19][C:18]=3[N:30]3[CH2:34][CH2:33][O:32][C:31]3=[O:35])=[O:16])[CH2:11][CH2:10]2)=[N:4][CH:5]=[C:6]([CH3:8])[CH:7]=1. The catalyst class is: 13. (5) Reactant: [C:1](Cl)(=[O:10])/[CH:2]=[CH:3]/[C:4]1[CH:9]=[CH:8][CH:7]=[CH:6][CH:5]=1.Br.[Cl:13][C:14]1[C:23]([OH:24])=[C:22]([OH:25])[C:21]([Cl:26])=[C:20]2[C:15]=1[CH2:16][CH2:17][NH:18][CH2:19]2.C(N(CC)CC)C. The catalyst class is: 39. Product: [Cl:13][C:14]1[C:23]([OH:24])=[C:22]([OH:25])[C:21]([Cl:26])=[C:20]2[C:15]=1[CH2:16][CH2:17][N:18]([C:1](=[O:10])/[CH:2]=[CH:3]/[C:4]1[CH:9]=[CH:8][CH:7]=[CH:6][CH:5]=1)[CH2:19]2. (6) Reactant: [BH4-].[Na+].[Cl:3][C:4]1[CH:9]=[CH:8][C:7]([C:10](=[O:14])[CH2:11][O:12][CH3:13])=[CH:6][CH:5]=1. Product: [Cl:3][C:4]1[CH:5]=[CH:6][C:7]([CH:10]([OH:14])[CH2:11][O:12][CH3:13])=[CH:8][CH:9]=1. The catalyst class is: 5. (7) The catalyst class is: 6. Reactant: [Cl:1][C:2]1[CH:3]=[C:4]2[C:9](=[CH:10][C:11]=1[F:12])[CH2:8][NH:7][CH2:6][CH2:5]2.[Br-].[K+].I(C1C=CC=CC=1)=[O:16]. Product: [Cl:1][C:2]1[CH:3]=[C:4]2[C:9](=[CH:10][C:11]=1[F:12])[C:8](=[O:16])[NH:7][CH2:6][CH2:5]2.